From a dataset of Reaction yield outcomes from USPTO patents with 853,638 reactions. Predict the reaction yield, written as a fraction of the theoretical maximum amount of product (1.0 means a 100% yield; for example, 0.34 means a 34% yield). The reactants are [CH3:1][N:2]([CH3:25])[S:3]([N:6]1[C:10]([CH:11]([OH:17])[C:12]2[S:13][CH:14]=[CH:15][CH:16]=2)=[CH:9][N:8]=[C:7]1[Si](C(C)(C)C)(C)C)(=[O:5])=[O:4].C([Mg]Br)=C. The catalyst is C1COCC1.[Cu]I. The product is [CH3:1][N:2]([CH3:25])[S:3]([N:6]1[C:10]([CH:11]([OH:17])[C:12]2[S:13][CH:14]=[CH:15][CH:16]=2)=[CH:9][N:8]=[CH:7]1)(=[O:5])=[O:4]. The yield is 0.880.